From a dataset of Reaction yield outcomes from USPTO patents with 853,638 reactions. Predict the reaction yield, written as a fraction of the theoretical maximum amount of product (1.0 means a 100% yield; for example, 0.34 means a 34% yield). (1) The reactants are [C:1]([N:20]1[CH:24]=[C:23]([CH2:25][OH:26])[CH:22]=[N:21]1)([C:14]1[CH:19]=[CH:18][CH:17]=[CH:16][CH:15]=1)([C:8]1[CH:13]=[CH:12][CH:11]=[CH:10][CH:9]=1)[C:2]1[CH:7]=[CH:6][CH:5]=[CH:4][CH:3]=1.[H-].[Na+].I[CH3:30]. The catalyst is O1CCCC1. The product is [C:1]([N:20]1[CH:24]=[C:23]([CH2:25][O:26][CH3:30])[CH:22]=[N:21]1)([C:8]1[CH:9]=[CH:10][CH:11]=[CH:12][CH:13]=1)([C:2]1[CH:7]=[CH:6][CH:5]=[CH:4][CH:3]=1)[C:14]1[CH:15]=[CH:16][CH:17]=[CH:18][CH:19]=1. The yield is 0.930. (2) The reactants are [OH:1][C:2]1[CH:9]=[CH:8][C:5]([CH:6]=[O:7])=[CH:4][CH:3]=1.[CH2:10](O)[CH2:11][CH2:12][CH2:13][C:14]#[CH:15].C1(P(C2C=CC=CC=2)C2C=CC=CC=2)C=CC=CC=1.CC(OC(/N=N/C(OC(C)C)=O)=O)C. The catalyst is ClCCl.O1CCOCC1. The product is [CH2:15]([O:1][C:2]1[CH:9]=[CH:8][C:5]([CH:6]=[O:7])=[CH:4][CH:3]=1)[CH2:14][CH2:13][CH2:12][C:11]#[CH:10]. The yield is 0.850.